From a dataset of NCI-60 drug combinations with 297,098 pairs across 59 cell lines. Regression. Given two drug SMILES strings and cell line genomic features, predict the synergy score measuring deviation from expected non-interaction effect. (1) Drug 1: C1=NC(=NC(=O)N1C2C(C(C(O2)CO)O)O)N. Cell line: KM12. Drug 2: CC1C(C(CC(O1)OC2CC(CC3=C2C(=C4C(=C3O)C(=O)C5=CC=CC=C5C4=O)O)(C(=O)C)O)N)O. Synergy scores: CSS=47.7, Synergy_ZIP=-3.27, Synergy_Bliss=-3.61, Synergy_Loewe=0.273, Synergy_HSA=1.57. (2) Drug 1: CC1OCC2C(O1)C(C(C(O2)OC3C4COC(=O)C4C(C5=CC6=C(C=C35)OCO6)C7=CC(=C(C(=C7)OC)O)OC)O)O. Drug 2: N.N.Cl[Pt+2]Cl. Cell line: HCT116. Synergy scores: CSS=50.1, Synergy_ZIP=-3.61, Synergy_Bliss=-2.55, Synergy_Loewe=-24.8, Synergy_HSA=-4.19. (3) Drug 1: C1CCC(CC1)NC(=O)N(CCCl)N=O. Drug 2: CC(C1=C(C=CC(=C1Cl)F)Cl)OC2=C(N=CC(=C2)C3=CN(N=C3)C4CCNCC4)N. Cell line: CAKI-1. Synergy scores: CSS=22.3, Synergy_ZIP=-11.1, Synergy_Bliss=-11.2, Synergy_Loewe=-6.85, Synergy_HSA=-7.05. (4) Drug 1: C1=CC(=CC=C1CCC2=CNC3=C2C(=O)NC(=N3)N)C(=O)NC(CCC(=O)O)C(=O)O. Drug 2: CCC(=C(C1=CC=CC=C1)C2=CC=C(C=C2)OCCN(C)C)C3=CC=CC=C3.C(C(=O)O)C(CC(=O)O)(C(=O)O)O. Cell line: OVCAR-4. Synergy scores: CSS=20.4, Synergy_ZIP=0.191, Synergy_Bliss=-1.76, Synergy_Loewe=-20.2, Synergy_HSA=-1.68. (5) Drug 1: C1CC(=O)NC(=O)C1N2CC3=C(C2=O)C=CC=C3N. Drug 2: CC1=C(C=C(C=C1)NC(=O)C2=CC=C(C=C2)CN3CCN(CC3)C)NC4=NC=CC(=N4)C5=CN=CC=C5. Cell line: EKVX. Synergy scores: CSS=-3.62, Synergy_ZIP=-2.03, Synergy_Bliss=-7.83, Synergy_Loewe=-3.62, Synergy_HSA=-6.95. (6) Drug 1: C1=C(C(=O)NC(=O)N1)F. Drug 2: CC(C)(C#N)C1=CC(=CC(=C1)CN2C=NC=N2)C(C)(C)C#N. Cell line: DU-145. Synergy scores: CSS=36.5, Synergy_ZIP=-0.561, Synergy_Bliss=-2.98, Synergy_Loewe=-2.53, Synergy_HSA=-2.24. (7) Drug 1: CC1=C(C(CCC1)(C)C)C=CC(=CC=CC(=CC(=O)O)C)C. Drug 2: CC1=C(C=C(C=C1)NC(=O)C2=CC=C(C=C2)CN3CCN(CC3)C)NC4=NC=CC(=N4)C5=CN=CC=C5. Cell line: UACC62. Synergy scores: CSS=2.92, Synergy_ZIP=1.87, Synergy_Bliss=-2.89, Synergy_Loewe=-1.95, Synergy_HSA=-1.77.